From a dataset of Reaction yield outcomes from USPTO patents with 853,638 reactions. Predict the reaction yield, written as a fraction of the theoretical maximum amount of product (1.0 means a 100% yield; for example, 0.34 means a 34% yield). The product is [CH3:11][O:12][C:13]([CH:14]1[CH2:4][CH:5]2[CH2:6][CH:15]1[CH:2]=[CH:1]2)=[O:16]. The yield is 0.576. The reactants are [CH2:1]1[CH:5]2[CH:6]3C=CC([CH:4]2C=[CH:2]1)C3.[CH3:11][O:12][C:13](=[O:16])[CH:14]=[CH2:15].C1(C=CC(O)=CC=1)O. No catalyst specified.